Task: Predict the product of the given reaction.. Dataset: Forward reaction prediction with 1.9M reactions from USPTO patents (1976-2016) (1) Given the reactants [OH:1][N:2]=[C:3]([C:5]1[CH:10]=[CH:9][CH:8]=[C:7]([C:11]([F:14])([F:13])[F:12])[CH:6]=1)[NH2:4].[CH2:15]([N:19]1[C:23]([C:24]2[CH:29]=[CH:28][N:27]=[CH:26][CH:25]=2)=[C:22]([C:30](OCC)=O)[CH:21]=[N:20]1)[CH:16]([CH3:18])[CH3:17], predict the reaction product. The product is: [CH2:15]([N:19]1[C:23]([C:24]2[CH:25]=[CH:26][N:27]=[CH:28][CH:29]=2)=[C:22]([C:30]2[O:1][N:2]=[C:3]([C:5]3[CH:10]=[CH:9][CH:8]=[C:7]([C:11]([F:13])([F:12])[F:14])[CH:6]=3)[N:4]=2)[CH:21]=[N:20]1)[CH:16]([CH3:18])[CH3:17]. (2) The product is: [O:7]1[CH2:12][CH2:11][CH:10]([CH2:13][CH2:14][OH:15])[CH2:9][CH2:8]1. Given the reactants [H-].[Al+3].[Li+].[H-].[H-].[H-].[O:7]1[CH2:12][CH2:11][CH:10]([CH2:13][C:14](OCC)=[O:15])[CH2:9][CH2:8]1.CCOCC.[OH-].[Na+], predict the reaction product. (3) Given the reactants [B-](F)(F)(F)F.CCOC(C(C#N)=NOC(N(C)C)=[N+](C)C)=O.[NH2:23][C:24]1[CH:29]=[CH:28][C:27]([N:30]2[CH:34]=[CH:33][N:32]([C:35]3[CH:40]=[CH:39][C:38]([O:41][C:42]4[CH:47]=[CH:46][CH:45]=[CH:44][CH:43]=4)=[CH:37][CH:36]=3)[C:31]2=[O:48])=[CH:26][CH:25]=1.CCN(C(C)C)C(C)C.[CH3:58][N:59]([CH3:64])[CH2:60][C:61](O)=[O:62], predict the reaction product. The product is: [CH3:58][N:59]([CH3:64])[CH2:60][C:61]([NH:23][C:24]1[CH:25]=[CH:26][C:27]([N:30]2[CH:34]=[CH:33][N:32]([C:35]3[CH:40]=[CH:39][C:38]([O:41][C:42]4[CH:47]=[CH:46][CH:45]=[CH:44][CH:43]=4)=[CH:37][CH:36]=3)[C:31]2=[O:48])=[CH:28][CH:29]=1)=[O:62]. (4) Given the reactants [F:1][C:2]([F:28])([C:18]1[CH:23]=[CH:22][C:21]([C:24]([F:27])([F:26])[F:25])=[CH:20][N:19]=1)[CH2:3][N:4]1[CH2:9][CH2:8][CH:7]([NH:10]C(=O)OC(C)(C)C)[CH2:6][CH2:5]1.C(O)(C(F)(F)F)=O, predict the reaction product. The product is: [F:28][C:2]([F:1])([C:18]1[CH:23]=[CH:22][C:21]([C:24]([F:25])([F:26])[F:27])=[CH:20][N:19]=1)[CH2:3][N:4]1[CH2:5][CH2:6][CH:7]([NH2:10])[CH2:8][CH2:9]1.